The task is: Regression/Classification. Given a drug SMILES string, predict its absorption, distribution, metabolism, or excretion properties. Task type varies by dataset: regression for continuous measurements (e.g., permeability, clearance, half-life) or binary classification for categorical outcomes (e.g., BBB penetration, CYP inhibition). Dataset: rlm.. This data is from Rat liver microsome stability data. The result is 0 (unstable in rat liver microsomes). The drug is CC#C[C@@H](Cc1nn[nH]n1)c1ccc(OCc2ccc3scc(-c4ccc(OCC5(C)CS(=O)(=O)C5)cc4C)c3c2)cc1.